From a dataset of Reaction yield outcomes from USPTO patents with 853,638 reactions. Predict the reaction yield, written as a fraction of the theoretical maximum amount of product (1.0 means a 100% yield; for example, 0.34 means a 34% yield). (1) The reactants are [NH2:1][C:2]1[NH:6][N:5]=[C:4]([C:7]2[CH:12]=[CH:11][C:10]([O:13][C:14]3[CH:19]=[CH:18][CH:17]=[CH:16][CH:15]=3)=[CH:9][CH:8]=2)[C:3]=1[C:20]#[N:21].[CH:22]([CH:24]([CH:30]=O)[C:25]([O:27][CH2:28][CH3:29])=[O:26])=O. The catalyst is CCO.CC(O)=O. The product is [C:20]([C:3]1[C:4]([C:7]2[CH:8]=[CH:9][C:10]([O:13][C:14]3[CH:19]=[CH:18][CH:17]=[CH:16][CH:15]=3)=[CH:11][CH:12]=2)=[N:5][N:6]2[CH:30]=[C:24]([C:25]([O:27][CH2:28][CH3:29])=[O:26])[CH:22]=[N:1][C:2]=12)#[N:21]. The yield is 0.650. (2) The reactants are Br[CH2:2][C:3]1[CH:4]=[C:5]([S:9][C:10]2[CH:15]=[CH:14][N:13]=[C:12]([NH:16][C:17]3[CH:22]=[CH:21][C:20]([N:23]4[CH2:28][CH2:27][O:26][CH2:25][CH2:24]4)=[CH:19][CH:18]=3)[N:11]=2)[CH:6]=[CH:7][CH:8]=1.[C:29]([CH2:31][C:32]1[N:33]=[CH:34][NH:35][CH:36]=1)#[N:30].C(=O)([O-])[O-].[Cs+].[Cs+]. The catalyst is CN(C)C=O. The product is [O:26]1[CH2:27][CH2:28][N:23]([C:20]2[CH:21]=[CH:22][C:17]([NH:16][C:12]3[N:11]=[C:10]([S:9][C:5]4[CH:4]=[C:3]([CH:8]=[CH:7][CH:6]=4)[CH2:2][N:35]4[CH:36]=[C:32]([CH2:31][C:29]#[N:30])[N:33]=[CH:34]4)[CH:15]=[CH:14][N:13]=3)=[CH:18][CH:19]=2)[CH2:24][CH2:25]1. The yield is 0.470.